This data is from Retrosynthesis with 50K atom-mapped reactions and 10 reaction types from USPTO. The task is: Predict the reactants needed to synthesize the given product. (1) Given the product COc1cccc(OCCCc2ccc([C@@H]3CC[C@]4(COC(=O)N4)C3)cc2)c1, predict the reactants needed to synthesize it. The reactants are: COc1cccc(O)c1.O=C1N[C@@]2(CC[C@@H](c3ccc(CCCO)cc3)C2)CO1. (2) Given the product Cc1nc2ccccc2n1-c1nc(N2CCOCC2)c2nc(CNCC3(O)CCCCC3)n(C)c2n1, predict the reactants needed to synthesize it. The reactants are: Cc1nc2ccccc2n1-c1nc(N2CCOCC2)c2nc(CBr)n(C)c2n1.NCC1(O)CCCCC1. (3) Given the product Cc1ccc(-c2ccc([N+](=O)[O-])cn2)cc1, predict the reactants needed to synthesize it. The reactants are: Cc1ccc(B(O)O)cc1.O=[N+]([O-])c1ccc(Cl)nc1. (4) The reactants are: CC(C)[Si](OCC[C@H](C)OS(C)(=O)=O)(C(C)C)C(C)C.Oc1cc(F)ccc1F. Given the product CC(C)[Si](OCC[C@@H](C)Oc1cc(F)ccc1F)(C(C)C)C(C)C, predict the reactants needed to synthesize it. (5) Given the product COc1ccc(S(=O)(=O)Nc2nc(-c3ccccc3)ns2)cc1OC, predict the reactants needed to synthesize it. The reactants are: COc1ccc(S(=O)(=O)Cl)cc1OC.Nc1nc(-c2ccccc2)ns1. (6) Given the product N#CCCCOc1cccc(CN2CCCCC2)c1Cl, predict the reactants needed to synthesize it. The reactants are: N#CCCCBr.Oc1cccc(CN2CCCCC2)c1Cl. (7) The reactants are: Cc1cc(C(F)(F)F)c(N)c(C)n1.O=C(Br)CBr. Given the product Cc1cc(C(F)(F)F)c(NC(=O)CBr)c(C)n1, predict the reactants needed to synthesize it. (8) Given the product CCCN1CCN(c2ccc(O)c(S(C)(=O)=O)c2)CC1, predict the reactants needed to synthesize it. The reactants are: CCCN1CCN(c2ccc(OC)c(S(C)(=O)=O)c2)CC1. (9) Given the product CC(C)(C)OC(=O)C=C(CCCCCCc1ccc2c(n1)NCCC2)c1ccccc1, predict the reactants needed to synthesize it. The reactants are: CC(C)(C)OC(=O)C=C(CCCCCCc1ccc2c(n1)NCCC2)OS(=O)(=O)C(F)(F)F.OB(O)c1ccccc1.